This data is from CYP2D6 inhibition data for predicting drug metabolism from PubChem BioAssay. The task is: Regression/Classification. Given a drug SMILES string, predict its absorption, distribution, metabolism, or excretion properties. Task type varies by dataset: regression for continuous measurements (e.g., permeability, clearance, half-life) or binary classification for categorical outcomes (e.g., BBB penetration, CYP inhibition). Dataset: cyp2d6_veith. (1) The molecule is CC1(C)CCC(C)(C)c2cc(C(=O)Nc3ccc(C(=O)O)cc3)ccc21. The result is 0 (non-inhibitor). (2) The drug is CCCC(=O)NC(Nc1ccccc1F)C(Cl)(Cl)Cl. The result is 0 (non-inhibitor). (3) The drug is Cc1ccc(C)c(Nc2c([N+](=O)[O-])cc([N+](=O)[O-])c3cccnc23)c1. The result is 0 (non-inhibitor). (4) The drug is COc1cccc(-c2cncnc2NCCc2cnc[nH]2)c1. The result is 1 (inhibitor). (5) The compound is CCOC(=O)C1=C(c2ccccc2)N=c2s/c(=C\c3cccc(O)c3)c(=O)n2C1c1cccs1. The result is 1 (inhibitor). (6) The drug is N#Cc1ccc(CN2CC[C@@]3(CCCN(C(=O)c4ccco4)C3)C2)cc1. The result is 1 (inhibitor). (7) The compound is C[C@H](N)CN1CCc2ccc(Br)cc21. The result is 1 (inhibitor). (8) The result is 0 (non-inhibitor). The drug is CN1CCN(c2ncc3ncc(=O)n(C[C@H]4CCCO4)c3n2)CC1.